Dataset: Peptide-MHC class I binding affinity with 185,985 pairs from IEDB/IMGT. Task: Regression. Given a peptide amino acid sequence and an MHC pseudo amino acid sequence, predict their binding affinity value. This is MHC class I binding data. (1) The binding affinity (normalized) is 0.0847. The peptide sequence is SLMASSPTSI. The MHC is HLA-A11:01 with pseudo-sequence HLA-A11:01. (2) The peptide sequence is ARYSNFAWY. The MHC is HLA-A31:01 with pseudo-sequence HLA-A31:01. The binding affinity (normalized) is 0.0847. (3) The peptide sequence is FPYEGGKVF. The MHC is HLA-A11:01 with pseudo-sequence HLA-A11:01. The binding affinity (normalized) is 0.0847. (4) The peptide sequence is VVKDKIKLPT. The MHC is HLA-A02:06 with pseudo-sequence HLA-A02:06. The binding affinity (normalized) is 0.0499. (5) The peptide sequence is FFSPFFFSL. The MHC is HLA-A23:01 with pseudo-sequence HLA-A23:01. The binding affinity (normalized) is 0.213. (6) The peptide sequence is ALAWSLQML. The MHC is HLA-A02:01 with pseudo-sequence HLA-A02:01. The binding affinity (normalized) is 0.872. (7) The peptide sequence is TVIRFWHAM. The MHC is HLA-A26:01 with pseudo-sequence HLA-A26:01. The binding affinity (normalized) is 0.770. (8) The peptide sequence is FVARIDLGY. The MHC is HLA-B35:01 with pseudo-sequence HLA-B35:01. The binding affinity (normalized) is 0.750. (9) The peptide sequence is MTADDITMGY. The MHC is HLA-A26:01 with pseudo-sequence HLA-A26:01. The binding affinity (normalized) is 0.751. (10) The peptide sequence is QQYHRFGLY. The MHC is HLA-A11:01 with pseudo-sequence HLA-A11:01. The binding affinity (normalized) is 0.0847.